Dataset: Forward reaction prediction with 1.9M reactions from USPTO patents (1976-2016). Task: Predict the product of the given reaction. (1) Given the reactants [CH2:1]([S:3]([O:6][C:7]1[CH:12]=[CH:11][C:10]([CH3:13])=[CH:9][C:8]=1[CH:14]([C:23]1[CH:28]=[CH:27][CH:26]=[CH:25][CH:24]=1)[CH2:15][CH2:16]C(S([O-])(=O)=O)C)(=[O:5])=[O:4])[CH3:2].[I-:29].[Na+], predict the reaction product. The product is: [CH2:1]([S:3]([O:6][C:7]1[CH:12]=[CH:11][C:10]([CH3:13])=[CH:9][C:8]=1[CH:14]([C:23]1[CH:28]=[CH:27][CH:26]=[CH:25][CH:24]=1)[CH2:15][CH2:16][I:29])(=[O:5])=[O:4])[CH3:2]. (2) The product is: [C:4]([O:3][C:1](=[O:2])[NH:34][C:32]1([C:33](=[O:56])[NH:17][CH:18]2[CH:19]3[CH2:27][CH:23]4[CH2:22][CH:21]([CH2:26][CH:25]2[CH2:24]4)[CH2:20]3)[CH2:28][CH2:29][CH2:30][CH2:31]1)([CH3:7])([CH3:6])[CH3:5]. Given the reactants [C:1](C1CCCC1(N)C(O)=O)([O:3][C:4]([CH3:7])([CH3:6])[CH3:5])=[O:2].[NH2:17][CH:18]1[CH:25]2[CH2:26][CH:21]3[CH2:22][CH:23]([CH2:27][CH:19]1[CH2:20]3)[CH2:24]2.[CH:28]1[CH:29]=[CH:30][C:31]2N(O)N=[N:34][C:32]=2[CH:33]=1.C1CCC(N=C=NC2CCCCC2)CC1.C1C[O:56]CC1, predict the reaction product. (3) Given the reactants [BH4-].[Na+].[CH3:3][O:4][C:5]1[CH:10]=[CH:9][C:8]([C:11](=[O:29])[CH:12]([CH2:18][C:19]2[CH:24]=[CH:23][C:22]([C:25]([F:28])([F:27])[F:26])=[CH:21][CH:20]=2)[C:13]([O:15][CH2:16][CH3:17])=[O:14])=[CH:7][CH:6]=1.Cl, predict the reaction product. The product is: [OH:29][CH:11]([C:8]1[CH:9]=[CH:10][C:5]([O:4][CH3:3])=[CH:6][CH:7]=1)[CH:12]([CH2:18][C:19]1[CH:24]=[CH:23][C:22]([C:25]([F:27])([F:28])[F:26])=[CH:21][CH:20]=1)[C:13]([O:15][CH2:16][CH3:17])=[O:14]. (4) Given the reactants [NH2:1][CH2:2][C@@H:3]1[CH2:8][C@H:7]2[C@H:5]([CH2:6]2)[N:4]1[C:9]([C:11]1[N:12]=[C:13]([CH3:23])[S:14][C:15]=1[C:16]1[CH:21]=[CH:20][CH:19]=[C:18]([F:22])[CH:17]=1)=[O:10].[F:24][C:25]1[CH:26]=[C:27]([C:35](O)=[O:36])[C:28]2[O:33][CH2:32][O:31][CH2:30][C:29]=2[CH:34]=1, predict the reaction product. The product is: [F:22][C:18]1[CH:17]=[C:16]([C:15]2[S:14][C:13]([CH3:23])=[N:12][C:11]=2[C:9]([N:4]2[C@H:3]([CH2:2][NH:1][C:35]([C:27]3[C:28]4[O:33][CH2:32][O:31][CH2:30][C:29]=4[CH:34]=[C:25]([F:24])[CH:26]=3)=[O:36])[CH2:8][C@H:7]3[C@@H:5]2[CH2:6]3)=[O:10])[CH:21]=[CH:20][CH:19]=1. (5) The product is: [NH2:23][CH2:22][C:21]1[CH:31]=[CH:32][C:18]([C:4]2[C:5]3[C:6]4[CH:16]=[C:15]([CH3:17])[S:14][C:7]=4[C:8](=[O:13])[NH:9][C:10]=3[CH:11]=[CH:12][C:3]=2[OH:2])=[CH:19][CH:20]=1. Given the reactants C[O:2][C:3]1[CH:12]=[CH:11][C:10]2[NH:9][C:8](=[O:13])[C:7]3[S:14][C:15]([CH3:17])=[CH:16][C:6]=3[C:5]=2[C:4]=1[C:18]1[CH:32]=[CH:31][C:21]([CH2:22][NH:23]C(=O)OC(C)(C)C)=[CH:20][CH:19]=1.BrB(Br)Br, predict the reaction product. (6) Given the reactants [Br:1][C:2]1[N:6]([C@@H:7]2[O:24][CH2:23][C@@H:18]([O:19]C(=O)C)[C@@H:13]([O:14]C(=O)C)[C@H:8]2[O:9]C(=O)C)[C:5]2[CH:25]=[C:26]([Cl:30])[C:27]([Cl:29])=[CH:28][C:4]=2[N:3]=1.[Li+].[OH-], predict the reaction product. The product is: [Br:1][C:2]1[N:6]([C@@H:7]2[O:24][CH2:23][C@@H:18]([OH:19])[C@@H:13]([OH:14])[C@H:8]2[OH:9])[C:5]2[CH:25]=[C:26]([Cl:30])[C:27]([Cl:29])=[CH:28][C:4]=2[N:3]=1. (7) Given the reactants [C:1]([C:3]1[CH:4]=[C:5]([CH:23]=[CH:24][CH:25]=1)[O:6][C:7]1[C:12]([O:13][CH2:14][CH2:15][CH2:16][C:17]2[CH:22]=[CH:21][N:20]=[CH:19][CH:18]=2)=[CH:11][CH:10]=[CH:9][N:8]=1)#N.[OH-:26].[Na+].C[OH:29], predict the reaction product. The product is: [C:1]([C:3]1[CH:4]=[C:5]([CH:23]=[CH:24][CH:25]=1)[O:6][C:7]1[C:12]([O:13][CH2:14][CH2:15][CH2:16][C:17]2[CH:22]=[CH:21][N:20]=[CH:19][CH:18]=2)=[CH:11][CH:10]=[CH:9][N:8]=1)([OH:29])=[O:26].